This data is from Catalyst prediction with 721,799 reactions and 888 catalyst types from USPTO. The task is: Predict which catalyst facilitates the given reaction. (1) Reactant: [C:1]([S:5]([CH2:8][C@@H:9]([N:12]1[C@H:17]([C:18]2[CH:23]=[CH:22][C:21]([Cl:24])=[CH:20][CH:19]=2)[C@@H:16]([C:25]2[CH:30]=[CH:29][CH:28]=[C:27]([Cl:31])[CH:26]=2)[O:15][C@@H:14]([CH2:32][C:33](O)=[O:34])[C:13]1=[O:36])[CH2:10][CH3:11])(=[O:7])=[O:6])([CH3:4])([CH3:3])[CH3:2].C1CCC([N:43]=[C:44]=[N:45]C2CCCCC2)CC1.ON1C(=O)CCC1=O.[OH-].[Na+].C([NH-])#N.[Na+]. Product: [C:1]([S:5]([CH2:8][C@@H:9]([N:12]1[C@H:17]([C:18]2[CH:23]=[CH:22][C:21]([Cl:24])=[CH:20][CH:19]=2)[C@@H:16]([C:25]2[CH:30]=[CH:29][CH:28]=[C:27]([Cl:31])[CH:26]=2)[O:15][C@@H:14]([CH2:32][C:33]([NH:45][C:44]#[N:43])=[O:34])[C:13]1=[O:36])[CH2:10][CH3:11])(=[O:7])=[O:6])([CH3:2])([CH3:3])[CH3:4]. The catalyst class is: 47. (2) Reactant: [CH3:1][O:2][C:3]([C@@H:5]1[CH2:11][CH2:10][CH2:9][CH2:8][CH2:7][C@@H:6]1[NH:12][CH2:13][CH2:14][CH:15]1[CH2:17][CH2:16]1)=[O:4].[CH3:18][S:19]([NH:22][C:23]1[CH:38]=[CH:37][C:26]2[NH:27][C:28]([CH2:33][C:34](O)=[O:35])=[N:29][S:30](=[O:32])(=[O:31])[C:25]=2[CH:24]=1)(=[O:21])=[O:20].CN1CCOCC1.Cl.CN(C)CCCN=C=NCC.Cl. Product: [CH3:1][O:2][C:3]([CH:5]1[CH2:11][CH2:10][CH2:9][CH2:8][CH2:7][CH:6]1[N:12]([CH2:13][CH2:14][CH:15]1[CH2:16][CH2:17]1)[C:34](=[O:35])[CH2:33][C:28]1[NH:27][C:26]2[CH:37]=[CH:38][C:23]([NH:22][S:19]([CH3:18])(=[O:21])=[O:20])=[CH:24][C:25]=2[S:30](=[O:31])(=[O:32])[N:29]=1)=[O:4]. The catalyst class is: 9.